The task is: Predict the product of the given reaction.. This data is from Forward reaction prediction with 1.9M reactions from USPTO patents (1976-2016). (1) Given the reactants C([Li])CCC.[C:6]([NH:10][C:11](=[O:13])[OH:12])([CH3:9])([CH3:8])[CH3:7].Cl[CH2:15][CH2:16][CH2:17][S:18]([NH2:21])(=[O:20])=[O:19], predict the reaction product. The product is: [C:6]([NH:10][C:11](=[O:12])[OH:13])([CH3:9])([CH3:8])[CH3:7].[CH:17]1([S:18]([NH2:21])(=[O:20])=[O:19])[CH2:15][CH2:16]1. (2) Given the reactants [NH2:1][C:2]1[C:3]([CH3:13])=[C:4]([CH:9]=[C:10]([Br:12])[CH:11]=1)[C:5]([O:7][CH3:8])=[O:6].[CH3:14][N:15]1[CH2:20][CH2:19][C:18](=O)[CH2:17][CH2:16]1.C(O)(=O)C.C([BH3-])#N.[Na+], predict the reaction product. The product is: [Br:12][C:10]1[CH:11]=[C:2]([NH:1][CH:18]2[CH2:19][CH2:20][N:15]([CH3:14])[CH2:16][CH2:17]2)[C:3]([CH3:13])=[C:4]([CH:9]=1)[C:5]([O:7][CH3:8])=[O:6]. (3) Given the reactants Cl[C:2]1[C:7]([CH2:8][CH:9]([O:13][CH2:14][CH3:15])[O:10][CH2:11][CH3:12])=[C:6]([Cl:16])[N:5]=[CH:4][N:3]=1.[Cl-].[OH:18][C@@H:19]1[C@H:23](O)[C@@H:22]([CH2:25][OH:26])[CH2:21][C@H:20]1[NH3+].CC[N:30]([CH2:33][CH3:34])CC.C([OH:37])C, predict the reaction product. The product is: [Cl:16][C:6]1[N:5]=[CH:4][N:3]=[C:2]([NH:30][C@@H:33]2[CH2:34][C@@H:21]([CH2:20][OH:37])[C@@H:22]([CH:25]=[O:26])[C@@H:23]2[CH:19]=[O:18])[C:7]=1[CH2:8][CH:9]([O:13][CH2:14][CH3:15])[O:10][CH2:11][CH3:12]. (4) Given the reactants [Cl:1][C:2]1[CH:3]=[C:4]([CH:14]=[CH:15][C:16]=1[Cl:17])[CH2:5][N:6]1[CH2:11][CH2:10][CH:9]([CH2:12][NH2:13])[CH2:8][CH2:7]1.[C:18]([N:25]1[CH:29]=[CH:28][N:27]=C1)(N1C=CN=C1)=[S:19].N1C=CN=C1.[N+]([C:38]1[C:39](N)=C(N)C=[CH:42][CH:43]=1)([O-])=O, predict the reaction product. The product is: [NH2:27][C:28]1[CH:42]=[CH:43][CH:38]=[CH:39][C:29]=1[NH:25][C:18]([NH:13][CH2:12][CH:9]1[CH2:10][CH2:11][N:6]([CH2:5][C:4]2[CH:14]=[CH:15][C:16]([Cl:17])=[C:2]([Cl:1])[CH:3]=2)[CH2:7][CH2:8]1)=[S:19]. (5) Given the reactants Br[CH:2]([CH2:7]Br)[C:3]([O:5][CH3:6])=[O:4].[NH2:9][C:10]1[CH:15]=[CH:14][CH:13]=[CH:12][C:11]=1[OH:16].C([O-])([O-])=O.[K+].[K+], predict the reaction product. The product is: [CH3:6][O:5][C:3]([CH:2]1[CH2:7][NH:9][C:10]2[CH:15]=[CH:14][CH:13]=[CH:12][C:11]=2[O:16]1)=[O:4].